Task: Predict which catalyst facilitates the given reaction.. Dataset: Catalyst prediction with 721,799 reactions and 888 catalyst types from USPTO (1) Reactant: [I:1][C:2]1[CH:3]=[N:4][C:5]2[C:10]([CH:11]=1)=[CH:9][C:8]([OH:12])=[CH:7][CH:6]=2.[CH2:13]([O:15][C:16](=[O:21])[CH:17](Br)[CH2:18][CH3:19])[CH3:14].C(=O)([O-])[O-].[K+].[K+]. Product: [CH2:13]([O:15][C:16](=[O:21])[CH:17]([O:12][C:8]1[CH:9]=[C:10]2[C:5](=[CH:6][CH:7]=1)[N:4]=[CH:3][C:2]([I:1])=[CH:11]2)[CH2:18][CH3:19])[CH3:14]. The catalyst class is: 163. (2) Reactant: [NH2:1][C@@H:2]1[C@@H:7]([O:8][CH2:9][C:10]2[CH:15]=[CH:14][CH:13]=[CH:12][CH:11]=2)[C@H:6]([O:16][CH2:17][C:18]2[CH:23]=[CH:22][CH:21]=[CH:20][CH:19]=2)[C@@H:5]([CH2:24][O:25][CH2:26][C:27]2[CH:32]=[CH:31][CH:30]=[CH:29][CH:28]=2)[CH2:4][C@@H:3]1[OH:33].N1C=CN=C1.[C:39]([Si:43](Cl)([CH3:45])[CH3:44])([CH3:42])([CH3:41])[CH3:40]. Product: [CH2:9]([O:8][C@H:7]1[C@H:6]([O:16][CH2:17][C:18]2[CH:19]=[CH:20][CH:21]=[CH:22][CH:23]=2)[C@@H:5]([CH2:24][O:25][CH2:26][C:27]2[CH:32]=[CH:31][CH:30]=[CH:29][CH:28]=2)[CH2:4][C@H:3]([O:33][Si:43]([C:39]([CH3:42])([CH3:41])[CH3:40])([CH3:45])[CH3:44])[C@@H:2]1[NH2:1])[C:10]1[CH:11]=[CH:12][CH:13]=[CH:14][CH:15]=1. The catalyst class is: 2. (3) Reactant: Cl[C:2]1[N:7]=[CH:6][N:5]=[C:4]2[C:8]3[C:9](=[N:11][C:12]([N:21]4[CH2:26][CH2:25][O:24][CH2:23][CH2:22]4)(N)[CH:13]4[CH2:17][CH2:16][C:15]([CH3:19])([CH3:18])[C:14]=34)[S:10][C:3]=12.[N:27]1([CH2:33][CH2:34][NH2:35])[CH2:32][CH2:31][O:30][CH2:29][CH2:28]1. Product: [CH3:18][C:15]1([CH3:19])[C:14]2=[C:8]3[C:4]4=[N:5][CH:6]=[N:7][C:2]([NH:35][CH2:34][CH2:33][N:27]5[CH2:32][CH2:31][O:30][CH2:29][CH2:28]5)=[C:3]4[S:10][C:9]3=[N:11][C:12]([N:21]3[CH2:26][CH2:25][O:24][CH2:23][CH2:22]3)=[C:13]2[CH2:17][CH2:16]1. The catalyst class is: 8. (4) Reactant: C(N(CC)CC)C.[CH3:8][C:9]1[CH:10]=[C:11]([OH:27])[CH:12]=[CH:13][C:14]=1[N:15]([CH3:26])[C:16]1[N:21]=[CH:20][C:19]2[N:22]=[CH:23][N:24]([CH3:25])[C:18]=2[CH:17]=1.C1C=CC(N([S:35]([C:38]([F:41])([F:40])[F:39])(=[O:37])=[O:36])[S:35]([C:38]([F:41])([F:40])[F:39])(=[O:37])=[O:36])=CC=1. Product: [F:39][C:38]([F:41])([F:40])[S:35]([O:27][C:11]1[CH:12]=[CH:13][C:14]([N:15]([CH3:26])[C:16]2[N:21]=[CH:20][C:19]3[N:22]=[CH:23][N:24]([CH3:25])[C:18]=3[CH:17]=2)=[C:9]([CH3:8])[CH:10]=1)(=[O:37])=[O:36]. The catalyst class is: 31. (5) Reactant: [CH3:1][O:2][C:3](=[O:8])[C:4]([OH:7])([CH3:6])[CH3:5].[H-].[Na+].[CH3:11][O:12][C:13]1[CH:20]=[CH:19][C:16]([CH2:17]Cl)=[CH:15][CH:14]=1. Product: [CH3:11][O:12][C:13]1[CH:20]=[CH:19][C:16]([CH2:17][O:7][C:4]([CH3:6])([CH3:5])[C:3]([O:2][CH3:1])=[O:8])=[CH:15][CH:14]=1. The catalyst class is: 639. (6) Reactant: [CH2:1]([O:4][C:5]1[CH:10]=[C:9]([C:11]([F:14])([F:13])[F:12])[N:8]=[C:7]([C:15]2[N:20]=[CH:19][C:18]([NH2:21])=[CH:17][CH:16]=2)[N:6]=1)[CH:2]=[CH2:3].C(N(CC)CC)C.[Cl:29][CH2:30][C:31](Cl)=[O:32]. Product: [CH2:1]([O:4][C:5]1[CH:10]=[C:9]([C:11]([F:13])([F:12])[F:14])[N:8]=[C:7]([C:15]2[N:20]=[CH:19][C:18]([NH:21][C:31](=[O:32])[CH2:30][Cl:29])=[CH:17][CH:16]=2)[N:6]=1)[CH:2]=[CH2:3]. The catalyst class is: 1. (7) Product: [CH2:1]([O:3][C:4](=[O:38])[C:5]([CH3:37])([O:7][C:8]1[CH:9]=[CH:10][C:11]([O:14][CH2:15][CH2:16][C:17]2[N:18]=[C:19]([C:23]3[CH:28]=[CH:27][CH:26]=[C:25]([O:29][C:30]4[CH:31]=[CH:32][CH:33]=[CH:34][CH:35]=4)[CH:24]=3)[O:20][C:21]=2[CH3:22])=[CH:12][CH:13]=1)[CH3:6])[CH3:2]. The catalyst class is: 25. Reactant: [CH2:1]([O:3][C:4](=[O:38])[C:5]([CH3:37])([O:7][C:8]1[CH:13]=[CH:12][C:11]([O:14][CH2:15][CH2:16][C:17]2[N:18]=[C:19]([C:23]3[CH:28]=[CH:27][CH:26]=[C:25]([O:29][C:30]4[CH:35]=[CH:34][CH:33]=[CH:32][C:31]=4C)[CH:24]=3)[O:20][C:21]=2[CH3:22])=[CH:10][CH:9]=1)[CH3:6])[CH3:2]. (8) Reactant: [NH2:1][C:2]1[CH:3]=[C:4]([CH:30]=[CH:31][CH:32]=1)[CH2:5][N:6]1[C:15]2[C:10](=[CH:11][C:12]([O:16][CH2:17][C:18]#[CH:19])=[CH:13][CH:14]=2)[C:9]([C:20]2[CH:25]=[CH:24][C:23]([CH:26]([CH3:28])[CH3:27])=[CH:22][CH:21]=2)=[N:8][C:7]1=[O:29].[Cl:33][CH2:34][C:35](Cl)=[O:36].C(N(CC)CC)C.O.C(Cl)Cl. Product: [Cl:33][CH2:34][C:35]([NH:1][C:2]1[CH:32]=[CH:31][CH:30]=[C:4]([CH2:5][N:6]2[C:15]3[C:10](=[CH:11][C:12]([O:16][CH2:17][C:18]#[CH:19])=[CH:13][CH:14]=3)[C:9]([C:20]3[CH:25]=[CH:24][C:23]([CH:26]([CH3:27])[CH3:28])=[CH:22][CH:21]=3)=[N:8][C:7]2=[O:29])[CH:3]=1)=[O:36]. The catalyst class is: 2.